This data is from Aqueous solubility values for 9,982 compounds from the AqSolDB database. The task is: Regression/Classification. Given a drug SMILES string, predict its absorption, distribution, metabolism, or excretion properties. Task type varies by dataset: regression for continuous measurements (e.g., permeability, clearance, half-life) or binary classification for categorical outcomes (e.g., BBB penetration, CYP inhibition). For this dataset (solubility_aqsoldb), we predict Y. (1) The drug is CCOC(=O)C(Cc1ccc(O)cc1)NC(=O)c1ccccc1. The Y is -3.33 log mol/L. (2) The drug is O=C(CC(=O)c1ccccc1)c1ccccc1. The Y is -5.66 log mol/L. (3) The compound is CC(C)(O)CC(C)(O)c1cccc2ccccc12. The Y is -3.24 log mol/L. (4) The Y is 1.58 log mol/L. The molecule is COP(=O)(CCC(=O)NCO)OC. (5) The Y is -6.84 log mol/L. The drug is Cc1cccc(C)c1OP(=O)(Oc1cccc(OP(=O)(Oc2c(C)cccc2C)Oc2c(C)cccc2C)c1)Oc1c(C)cccc1C. (6) The molecule is O=P(O)(O)c1cccc2ccccc12. The Y is -1.62 log mol/L.